Predict the reactants needed to synthesize the given product. From a dataset of Full USPTO retrosynthesis dataset with 1.9M reactions from patents (1976-2016). (1) Given the product [CH:33]([C:32]1[C:15]2[C:14]([N:11]3[CH2:12][CH2:13][NH:8][CH2:9][CH2:10]3)=[N:19][C:18]([C:20]3[CH:25]=[CH:24][N:23]=[C:22]4[NH:26][CH:27]=[CH:28][C:21]=34)=[N:17][C:16]=2[CH:29]=[N:30][CH:31]=1)([CH3:35])[CH3:34], predict the reactants needed to synthesize it. The reactants are: C(OC([N:8]1[CH2:13][CH2:12][N:11]([C:14]2[C:15]3[C:32]([CH:33]([CH3:35])[CH3:34])=[CH:31][N:30]=[CH:29][C:16]=3[N:17]=[C:18]([C:20]3[CH:25]=[CH:24][N:23]=[C:22]4[NH:26][CH:27]=[CH:28][C:21]=34)[N:19]=2)[CH2:10][CH2:9]1)=O)(C)(C)C.Cl. (2) Given the product [CH3:1][O:2][C:3]1[CH:8]=[CH:7][C:6]([NH:9][C:11]2[CH:16]=[CH:15][C:14]([O:17][CH3:18])=[CH:13][CH:12]=2)=[CH:5][CH:4]=1, predict the reactants needed to synthesize it. The reactants are: [CH3:1][O:2][C:3]1[CH:8]=[CH:7][C:6]([NH2:9])=[CH:5][CH:4]=1.I[C:11]1[CH:16]=[CH:15][C:14]([O:17][CH3:18])=[CH:13][CH:12]=1.C([O-])([O-])=O.[K+].[K+].N1CCC[C@H]1C(O)=O.